Dataset: NCI-60 drug combinations with 297,098 pairs across 59 cell lines. Task: Regression. Given two drug SMILES strings and cell line genomic features, predict the synergy score measuring deviation from expected non-interaction effect. (1) Drug 1: CC1=C(C=C(C=C1)NC2=NC=CC(=N2)N(C)C3=CC4=NN(C(=C4C=C3)C)C)S(=O)(=O)N.Cl. Drug 2: CN(C)C1=NC(=NC(=N1)N(C)C)N(C)C. Cell line: A549. Synergy scores: CSS=-2.54, Synergy_ZIP=1.38, Synergy_Bliss=2.01, Synergy_Loewe=-3.83, Synergy_HSA=-2.25. (2) Drug 1: CC12CCC3C(C1CCC2=O)CC(=C)C4=CC(=O)C=CC34C. Drug 2: C1=NC(=NC(=O)N1C2C(C(C(O2)CO)O)O)N. Cell line: SR. Synergy scores: CSS=56.7, Synergy_ZIP=-3.45, Synergy_Bliss=-1.05, Synergy_Loewe=-1.51, Synergy_HSA=0.162. (3) Cell line: T-47D. Drug 2: CCC1=C2CN3C(=CC4=C(C3=O)COC(=O)C4(CC)O)C2=NC5=C1C=C(C=C5)O. Synergy scores: CSS=36.9, Synergy_ZIP=-8.46, Synergy_Bliss=-6.83, Synergy_Loewe=-16.1, Synergy_HSA=-2.37. Drug 1: CCC1=CC2CC(C3=C(CN(C2)C1)C4=CC=CC=C4N3)(C5=C(C=C6C(=C5)C78CCN9C7C(C=CC9)(C(C(C8N6C)(C(=O)OC)O)OC(=O)C)CC)OC)C(=O)OC.C(C(C(=O)O)O)(C(=O)O)O. (4) Drug 1: CCCS(=O)(=O)NC1=C(C(=C(C=C1)F)C(=O)C2=CNC3=C2C=C(C=N3)C4=CC=C(C=C4)Cl)F. Drug 2: C#CCC(CC1=CN=C2C(=N1)C(=NC(=N2)N)N)C3=CC=C(C=C3)C(=O)NC(CCC(=O)O)C(=O)O. Cell line: ACHN. Synergy scores: CSS=15.6, Synergy_ZIP=3.60, Synergy_Bliss=4.82, Synergy_Loewe=1.64, Synergy_HSA=3.11. (5) Drug 1: CC1=C(C=C(C=C1)NC2=NC=CC(=N2)N(C)C3=CC4=NN(C(=C4C=C3)C)C)S(=O)(=O)N.Cl. Drug 2: CC1=C(C(=CC=C1)Cl)NC(=O)C2=CN=C(S2)NC3=CC(=NC(=N3)C)N4CCN(CC4)CCO. Cell line: MOLT-4. Synergy scores: CSS=19.0, Synergy_ZIP=-2.13, Synergy_Bliss=1.35, Synergy_Loewe=1.83, Synergy_HSA=3.02. (6) Drug 1: CC12CCC3C(C1CCC2=O)CC(=C)C4=CC(=O)C=CC34C. Drug 2: CCCS(=O)(=O)NC1=C(C(=C(C=C1)F)C(=O)C2=CNC3=C2C=C(C=N3)C4=CC=C(C=C4)Cl)F. Cell line: NCI-H322M. Synergy scores: CSS=6.37, Synergy_ZIP=4.64, Synergy_Bliss=3.75, Synergy_Loewe=-2.05, Synergy_HSA=-1.25. (7) Drug 1: C1CC(C1)(C(=O)O)C(=O)O.[NH2-].[NH2-].[Pt+2]. Drug 2: C(CCl)NC(=O)N(CCCl)N=O. Cell line: NCIH23. Synergy scores: CSS=35.1, Synergy_ZIP=-7.65, Synergy_Bliss=-0.308, Synergy_Loewe=-9.74, Synergy_HSA=0.0375.